This data is from Forward reaction prediction with 1.9M reactions from USPTO patents (1976-2016). The task is: Predict the product of the given reaction. (1) Given the reactants Br[C:2]1[CH:7]=[CH:6][C:5]([CH2:8][C:9]([NH:11][C:12]2[CH:17]=[CH:16][CH:15]=[C:14]([C:18]([F:21])([F:20])[F:19])[CH:13]=2)=[O:10])=[CH:4][CH:3]=1.[B:22]1([B:22]2[O:26][C:25]([CH3:28])([CH3:27])[C:24]([CH3:30])([CH3:29])[O:23]2)[O:26][C:25]([CH3:28])([CH3:27])[C:24]([CH3:30])([CH3:29])[O:23]1.C([O-])(=O)C.[K+].C1(P(C2CCCCC2)C2CCCCC2)CCCCC1, predict the reaction product. The product is: [CH3:29][C:24]1([CH3:30])[C:25]([CH3:28])([CH3:27])[O:26][B:22]([C:2]2[CH:7]=[CH:6][C:5]([CH2:8][C:9]([NH:11][C:12]3[CH:17]=[CH:16][CH:15]=[C:14]([C:18]([F:21])([F:20])[F:19])[CH:13]=3)=[O:10])=[CH:4][CH:3]=2)[O:23]1. (2) Given the reactants [F:1][C:2]1[CH:40]=[CH:39][C:5]([C:6]([NH:8][C@:9]([C:31]2[CH:36]=[CH:35][C:34]([F:37])=[C:33]([OH:38])[CH:32]=2)([C:17]2[CH:22]=[C:21]([O:23][C:24]([F:29])([F:28])[CH:25]([F:27])[F:26])[CH:20]=[C:19]([F:30])[CH:18]=2)[CH2:10][C:11]2[CH:16]=[CH:15][CH:14]=[CH:13][CH:12]=2)=[O:7])=[CH:4][C:3]=1[C:41]([F:44])([F:43])[F:42].[C:45](OC(O[C:45]([CH3:48])([CH3:47])[CH3:46])N(C)C)([CH3:48])([CH3:47])[CH3:46], predict the reaction product. The product is: [C:45]([O:38][C:33]1[CH:32]=[C:31]([C@@:9]([NH:8][C:6](=[O:7])[C:5]2[CH:39]=[CH:40][C:2]([F:1])=[C:3]([C:41]([F:44])([F:43])[F:42])[CH:4]=2)([C:17]2[CH:22]=[C:21]([O:23][C:24]([F:28])([F:29])[CH:25]([F:27])[F:26])[CH:20]=[C:19]([F:30])[CH:18]=2)[CH2:10][C:11]2[CH:16]=[CH:15][CH:14]=[CH:13][CH:12]=2)[CH:36]=[CH:35][C:34]=1[F:37])([CH3:48])([CH3:47])[CH3:46]. (3) Given the reactants [F:1][C:2]1[CH:7]=[CH:6][C:5]([C:8]2[C:12]([CH2:13][NH:14][C:15]3[CH:16]=[C:17]([C:21]([OH:23])=O)[N:18]([CH3:20])[N:19]=3)=[C:11]([CH3:24])[O:10][N:9]=2)=[CH:4][CH:3]=1.C([O-])(=O)C([O-])=O.[CH2:31]1[C:34]2([CH2:37][NH2+:36][CH2:35]2)[CH2:33][O:32]1.[CH2:31]1[C:34]2([CH2:37][NH2+:36][CH2:35]2)[CH2:33][O:32]1, predict the reaction product. The product is: [F:1][C:2]1[CH:7]=[CH:6][C:5]([C:8]2[C:12]([CH2:13][NH:14][C:15]3[CH:16]=[C:17]([C:21]([N:36]4[CH2:37][C:34]5([CH2:31][O:32][CH2:33]5)[CH2:35]4)=[O:23])[N:18]([CH3:20])[N:19]=3)=[C:11]([CH3:24])[O:10][N:9]=2)=[CH:4][CH:3]=1. (4) Given the reactants C[Si](I)(C)C.[F:6][C:7]1[CH:12]=[CH:11][C:10]([N:13]2[C:20](=[S:21])[N:19]([C:22]3[CH:23]=[C:24]([C:30]([F:33])([F:32])[F:31])[C:25]([C:28]#[N:29])=[N:26][CH:27]=3)[C:18](=[O:34])[C:14]32[CH2:17][CH2:16][CH2:15]3)=[CH:9][C:8]=1[O:35]C.O, predict the reaction product. The product is: [F:6][C:7]1[CH:12]=[CH:11][C:10]([N:13]2[C:20](=[S:21])[N:19]([C:22]3[CH:23]=[C:24]([C:30]([F:32])([F:33])[F:31])[C:25]([C:28]#[N:29])=[N:26][CH:27]=3)[C:18](=[O:34])[C:14]32[CH2:15][CH2:16][CH2:17]3)=[CH:9][C:8]=1[OH:35]. (5) The product is: [Cl:17][C:13]1[CH:12]=[C:11]([C:8]2[N:6]3[N:7]=[C:2]([NH:18][CH2:19][C@H:20]4[CH2:25][CH2:24][C@H:23]([C:26]([OH:29])([CH3:27])[CH3:28])[CH2:22][CH2:21]4)[CH:3]=[CH:4][C:5]3=[N:10][CH:9]=2)[CH:16]=[CH:15][CH:14]=1. Given the reactants Cl[C:2]1[CH:3]=[CH:4][C:5]2[N:6]([C:8]([C:11]3[CH:16]=[CH:15][CH:14]=[C:13]([Cl:17])[CH:12]=3)=[CH:9][N:10]=2)[N:7]=1.[NH2:18][CH2:19][C@H:20]1[CH2:25][CH2:24][C@H:23]([C:26]([OH:29])([CH3:28])[CH3:27])[CH2:22][CH2:21]1.[F-].[K+].O, predict the reaction product. (6) Given the reactants [Br:1][C:2]1[CH:17]=[CH:16][C:5]([O:6][CH2:7][C:8]2[O:12][N:11]=[C:10]([C:13]([OH:15])=O)[CH:9]=2)=[CH:4][CH:3]=1.C(N(CC)CC)C.Cl.C(N=C=NCCCN(C)C)C.ON1C2C=CC=CC=2N=N1.[O:47]1[CH2:52][CH2:51][CH:50]([CH2:53][NH2:54])[CH2:49][CH2:48]1, predict the reaction product. The product is: [O:47]1[CH2:52][CH2:51][CH:50]([CH2:53][NH:54][C:13]([C:10]2[CH:9]=[C:8]([CH2:7][O:6][C:5]3[CH:4]=[CH:3][C:2]([Br:1])=[CH:17][CH:16]=3)[O:12][N:11]=2)=[O:15])[CH2:49][CH2:48]1. (7) Given the reactants [Cl:1][C:2]1[CH:3]=[C:4]([CH:6]=[CH:7][C:8]=1[F:9])[NH2:5].Br[CH2:11][C:12]1[S:16][CH:15]=[N:14][C:13]=1[CH3:17].C(N(CC)CC)C, predict the reaction product. The product is: [Cl:1][C:2]1[CH:3]=[C:4]([CH:6]=[CH:7][C:8]=1[F:9])[NH:5][CH2:11][C:12]1[S:16][CH:15]=[N:14][C:13]=1[CH3:17]. (8) Given the reactants [CH3:1][O:2][C:3]([C:5]1[N:10]=[CH:9][C:8]2[C:11]([C:14]3[CH:19]=[CH:18][C:17]([F:20])=[CH:16][CH:15]=3)=[CH:12][S:13][C:7]=2[C:6]=1[OH:21])=[O:4].[Br:22]N1C(=O)CCC1=O.C(OOC(=O)C1C=CC=CC=1)(=O)C1C=CC=CC=1, predict the reaction product. The product is: [CH3:1][O:2][C:3]([C:5]1[N:10]=[C:9]([Br:22])[C:8]2[C:11]([C:14]3[CH:19]=[CH:18][C:17]([F:20])=[CH:16][CH:15]=3)=[CH:12][S:13][C:7]=2[C:6]=1[OH:21])=[O:4].